This data is from Full USPTO retrosynthesis dataset with 1.9M reactions from patents (1976-2016). The task is: Predict the reactants needed to synthesize the given product. (1) Given the product [F:29][CH:27]([F:28])[O:26][C:24]1[CH:23]=[CH:22][N:21]=[C:20]([CH2:19][N:16]2[CH:11]([C:4]3[C:5]([O:9][CH3:10])=[CH:6][CH:7]=[CH:8][C:3]=3[O:2][CH3:1])[CH2:12][CH2:13][CH2:14][C:15]2=[O:17])[CH:25]=1, predict the reactants needed to synthesize it. The reactants are: [CH3:1][O:2][C:3]1[CH:8]=[CH:7][CH:6]=[C:5]([O:9][CH3:10])[C:4]=1[CH:11]1[NH:16][C:15](=[O:17])[CH2:14][CH2:13][CH2:12]1.Br[CH2:19][C:20]1[CH:25]=[C:24]([O:26][CH:27]([F:29])[F:28])[CH:23]=[CH:22][N:21]=1. (2) The reactants are: [F:1][C:2]([F:13])([C:6]1[CH:11]=[CH:10][C:9]([F:12])=[CH:8][N:7]=1)[C:3]([O-])=O.[Na+].[NH2:15][C:16]1[C:24]([F:25])=[CH:23][CH:22]=[CH:21][C:17]=1[C:18]([NH2:20])=[O:19]. Given the product [F:1][C:2]([F:13])([C:6]1[CH:11]=[CH:10][C:9]([F:12])=[CH:8][N:7]=1)[C:3]1[NH:20][C:18](=[O:19])[C:17]2[C:16](=[C:24]([F:25])[CH:23]=[CH:22][CH:21]=2)[N:15]=1, predict the reactants needed to synthesize it. (3) Given the product [Br:1][C:2]1[CH:11]=[CH:10][C:5]([C:6]([O:8][CH3:9])=[O:7])=[CH:4][C:3]=1[CH:12]([OH:13])[CH3:14], predict the reactants needed to synthesize it. The reactants are: [Br:1][C:2]1[CH:11]=[CH:10][C:5]([C:6]([O:8][CH3:9])=[O:7])=[CH:4][C:3]=1[CH:12]=[O:13].[CH3:14][Mg+].[Br-]. (4) Given the product [F:29][C:30]1[C:31]([O:39][CH3:40])=[C:32]([CH:36]=[CH:37][CH:38]=1)[C:33]([NH:35]/[C:7](/[CH3:26])=[C:8](/[C:20]1[CH:21]=[CH:22][CH:23]=[CH:24][CH:25]=1)\[C:9](=[O:19])[NH:10][CH2:11][CH2:12][C:13]1[CH:14]=[CH:15][CH:16]=[CH:17][CH:18]=1)=[O:34], predict the reactants needed to synthesize it. The reactants are: FC(F)(F)S(O/[C:7](/[CH3:26])=[C:8](/[C:20]1[CH:25]=[CH:24][CH:23]=[CH:22][CH:21]=1)\[C:9](=[O:19])[NH:10][CH2:11][CH2:12][C:13]1[CH:18]=[CH:17][CH:16]=[CH:15][CH:14]=1)(=O)=O.[F:29][C:30]1[C:31]([OH:39])=[C:32]([CH:36]=[CH:37][CH:38]=1)[C:33]([NH2:35])=[O:34].[C:40](=O)([O-])[O-].[Cs+].[Cs+]. (5) Given the product [CH2:11]([CH:18]1[CH2:23][CH2:22][N:21]([C:25]([C:4]2[CH:5]=[CH:6][CH:7]=[C:2]([Cl:1])[CH:3]=2)=[O:26])[CH2:20][CH2:19]1)[C:12]1[CH:17]=[CH:16][CH:15]=[CH:14][CH:13]=1, predict the reactants needed to synthesize it. The reactants are: [Cl:1][C:2]1[CH:3]=[C:4](N=C=O)[CH:5]=[CH:6][CH:7]=1.[CH2:11]([CH:18]1[CH2:23][CH2:22][NH:21][CH2:20][CH2:19]1)[C:12]1[CH:17]=[CH:16][CH:15]=[CH:14][CH:13]=1.C[CH2:25][O:26]CC. (6) The reactants are: [CH2:1]([CH:3]([O:6][C:7]1[CH:12]=[C:11]([CH3:13])[N:10]=[C:9]([NH:14][C:15]2[C:20]([CH3:21])=[CH:19][C:18]([CH3:22])=[CH:17][C:16]=2[CH3:23])[C:8]=1[NH2:24])[CH2:4][CH3:5])[CH3:2].[Cl:25][CH2:26][C:27](Cl)=[O:28].CCN(CC)CC. Given the product [Cl:25][CH2:26][C:27]([NH:24][C:8]1[C:9]([NH:14][C:15]2[C:20]([CH3:21])=[CH:19][C:18]([CH3:22])=[CH:17][C:16]=2[CH3:23])=[N:10][C:11]([CH3:13])=[CH:12][C:7]=1[O:6][CH:3]([CH2:4][CH3:5])[CH2:1][CH3:2])=[O:28], predict the reactants needed to synthesize it. (7) Given the product [Br:1][C:2]1[CH:3]=[C:4]([C:13]([CH3:16])([CH3:15])[CH3:14])[C:5]([O:12][Si:20]([CH3:23])([CH3:22])[CH3:21])=[C:6]([C:8]([CH3:9])([CH3:10])[CH3:11])[CH:7]=1, predict the reactants needed to synthesize it. The reactants are: [Br:1][C:2]1[CH:7]=[C:6]([C:8]([CH3:11])([CH3:10])[CH3:9])[C:5]([OH:12])=[C:4]([C:13]([CH3:16])([CH3:15])[CH3:14])[CH:3]=1.C/C(/O[Si:20]([CH3:23])([CH3:22])[CH3:21])=N\[Si:20]([CH3:23])([CH3:22])[CH3:21]. (8) Given the product [CH3:15][O:1][C:2]1[CH:3]=[C:4]([CH:7]=[CH:8][C:9]=1[N+:10]([O-:12])=[O:11])[CH:5]=[O:6], predict the reactants needed to synthesize it. The reactants are: [OH:1][C:2]1[CH:3]=[C:4]([CH:7]=[CH:8][C:9]=1[N+:10]([O-:12])=[O:11])[CH:5]=[O:6].IC.[C:15]([O-])([O-])=O.[K+].[K+].O. (9) Given the product [C:1]([N:8]1[C@@H:13]([CH3:14])[CH2:12][CH2:11][CH2:10][C@@H:9]1[CH2:15][CH2:16][CH2:17][CH:18]([CH3:20])[CH3:19])([O:3][C:4]([CH3:5])([CH3:7])[CH3:6])=[O:2], predict the reactants needed to synthesize it. The reactants are: [C:1]([N:8]1[C@@H:13]([CH3:14])[CH2:12][CH2:11][CH2:10][C@@H:9]1[CH:15]=[CH:16][CH2:17][CH:18]([CH3:20])[CH3:19])([O:3][C:4]([CH3:7])([CH3:6])[CH3:5])=[O:2]. (10) Given the product [Cl:54][C:55]1[CH:60]=[C:59]([Cl:61])[CH:58]=[CH:57][C:56]=1[C:2]1[N:3]=[CH:4][C:5]([NH:10][C@@H:11]2[C:19]3[C:14](=[CH:15][CH:16]=[CH:17][CH:18]=3)[CH2:13][C@@H:12]2[OH:20])=[N:6][C:7]=1[O:8][CH3:9], predict the reactants needed to synthesize it. The reactants are: Br[C:2]1[N:3]=[CH:4][C:5]([NH:10][C@@H:11]2[C:19]3[C:14](=[CH:15][CH:16]=[CH:17][CH:18]=3)[CH2:13][C@@H:12]2[OH:20])=[N:6][C:7]=1[O:8][CH3:9].C1(P(C2CCCCC2)C2C=CC=CC=2C2C3C(C4C=CC=CC=4C=2)=CC=CC=3)CCCCC1.[Cl:54][C:55]1[CH:60]=[C:59]([Cl:61])[CH:58]=[CH:57][C:56]=1B(O)O.[O-]P([O-])([O-])=O.[K+].[K+].[K+].